Dataset: Reaction yield outcomes from USPTO patents with 853,638 reactions. Task: Predict the reaction yield, written as a fraction of the theoretical maximum amount of product (1.0 means a 100% yield; for example, 0.34 means a 34% yield). (1) The reactants are [H-].[Na+].[N:3]1([CH2:9][CH2:10][OH:11])[CH2:8][CH2:7][CH2:6][CH2:5][CH2:4]1.Cl[C:13]1[C:14]2[C:21]([C:22]3[CH:27]=[CH:26][CH:25]=[CH:24][CH:23]=3)=[CH:20][S:19][C:15]=2[N:16]=[CH:17][N:18]=1. The catalyst is C1COCC1.O. The product is [C:22]1([C:21]2[C:14]3[C:13]([O:11][CH2:10][CH2:9][N:3]4[CH2:8][CH2:7][CH2:6][CH2:5][CH2:4]4)=[N:18][CH:17]=[N:16][C:15]=3[S:19][CH:20]=2)[CH:23]=[CH:24][CH:25]=[CH:26][CH:27]=1. The yield is 0.720. (2) The reactants are [CH3:1][N:2]1[CH:7]=[C:6](B2OC(C)(C)C(C)(C)O2)[CH:5]=[C:4]([NH:17][C:18]2[CH:23]=[CH:22][C:21]([C:24]([N:26]3[CH2:31][CH2:30][O:29][CH2:28][CH2:27]3)=[O:25])=[CH:20][N:19]=2)[C:3]1=[O:32].Cl[C:34]1[C:39]([CH:40]=[O:41])=[C:38]([N:42]2[CH2:54][CH2:53][N:45]3[C:46]4[CH2:47][CH2:48][CH2:49][CH2:50][C:51]=4[CH:52]=[C:44]3[C:43]2=[O:55])[N:37]=[CH:36][CH:35]=1. The catalyst is C1C=CC(P(C2C=CC=CC=2)[C-]2C=CC=C2)=CC=1.C1C=CC(P(C2C=CC=CC=2)[C-]2C=CC=C2)=CC=1.Cl[Pd]Cl.[Fe+2].C1COCC1. The product is [CH3:1][N:2]1[C:3](=[O:32])[C:4]([NH:17][C:18]2[CH:23]=[CH:22][C:21]([C:24]([N:26]3[CH2:31][CH2:30][O:29][CH2:28][CH2:27]3)=[O:25])=[CH:20][N:19]=2)=[CH:5][C:6]([C:34]2[C:39]([CH:40]=[O:41])=[C:38]([N:42]3[CH2:54][CH2:53][N:45]4[C:46]5[CH2:47][CH2:48][CH2:49][CH2:50][C:51]=5[CH:52]=[C:44]4[C:43]3=[O:55])[N:37]=[CH:36][CH:35]=2)=[CH:7]1. The yield is 0.630.